Dataset: Full USPTO retrosynthesis dataset with 1.9M reactions from patents (1976-2016). Task: Predict the reactants needed to synthesize the given product. Given the product [Br:1][C:2]1[CH:11]=[C:10]2[C:5]([CH:6]=[N:7][CH:8]=[N:9]2)=[CH:4][CH:3]=1, predict the reactants needed to synthesize it. The reactants are: [Br:1][C:2]1[CH:11]=[C:10]2[C:5]([CH:6]=[N:7][C:8](I)=[N:9]2)=[CH:4][CH:3]=1.C1(P(C2C=CC=CC=2)C2C=CC=CC=2)C=CC=CC=1.C(O)=O.